Dataset: Full USPTO retrosynthesis dataset with 1.9M reactions from patents (1976-2016). Task: Predict the reactants needed to synthesize the given product. (1) Given the product [CH3:13][C:14]1([CH3:30])[C:18]([CH3:20])([CH3:19])[O:17][B:16]([C:2]2[CH:3]=[C:4]([CH:6]=[C:7]([C:9]([F:12])([F:11])[F:10])[CH:8]=2)[NH2:5])[O:15]1, predict the reactants needed to synthesize it. The reactants are: Br[C:2]1[CH:3]=[C:4]([CH:6]=[C:7]([C:9]([F:12])([F:11])[F:10])[CH:8]=1)[NH2:5].[CH3:13][C:14]1([CH3:30])[C:18]([CH3:20])([CH3:19])[O:17][B:16]([B:16]2[O:17][C:18]([CH3:20])([CH3:19])[C:14]([CH3:30])([CH3:13])[O:15]2)[O:15]1.C([O-])([O-])=O.[Cs+].[Cs+]. (2) Given the product [Cl:1][C:2]1[CH:7]=[CH:6][CH:5]=[C:4]([F:8])[C:3]=1[C@H:9]1[N:14]2[N:15]=[CH:16][N:17]=[C:13]2[NH:12][C@@H:11]([C:18]2[CH:23]=[CH:22][C:21]([Cl:24])=[CH:20][CH:19]=2)[CH2:10]1.[Cl:24][C:21]1[CH:22]=[CH:23][C:18]([CH:11]2[CH2:10][CH2:9][N:14]3[N:15]=[CH:16][N:17]=[C:13]3[NH:12]2)=[CH:19][CH:20]=1, predict the reactants needed to synthesize it. The reactants are: [Cl:1][C:2]1[CH:7]=[CH:6][CH:5]=[C:4]([F:8])[C:3]=1[C@H:9]1[N:14]2[N:15]=[CH:16][N:17]=[C:13]2[NH:12][C@@H:11]([C:18]2[CH:23]=[CH:22][C:21]([Cl:24])=[CH:20][CH:19]=2)[CH2:10]1.O.